Dataset: Reaction yield outcomes from USPTO patents with 853,638 reactions. Task: Predict the reaction yield, written as a fraction of the theoretical maximum amount of product (1.0 means a 100% yield; for example, 0.34 means a 34% yield). The reactants are [Si]([O:8][CH2:9][CH2:10][C:11]1([CH2:14][N:15]2[C:23](=[O:24])[C:22]3[C:17](=[CH:18][CH:19]=[CH:20][CH:21]=3)[C:16]2=[O:25])[CH2:13][CH2:12]1)(C(C)(C)C)(C)C.Cl. The product is [OH:8][CH2:9][CH2:10][C:11]1([CH2:14][N:15]2[C:16](=[O:25])[C:17]3[C:22](=[CH:21][CH:20]=[CH:19][CH:18]=3)[C:23]2=[O:24])[CH2:13][CH2:12]1. The catalyst is C1COCC1.[NH4+].[Cl-]. The yield is 0.880.